Dataset: Catalyst prediction with 721,799 reactions and 888 catalyst types from USPTO. Task: Predict which catalyst facilitates the given reaction. Reactant: [F:1][C:2]([F:21])([F:20])[C:3]1[CH:8]=[CH:7][C:6]([N:9]2[CH2:14][CH2:13][CH:12]([CH2:15][NH:16][C:17](=O)O)[CH2:11][CH2:10]2)=[CH:5][CH:4]=1.C(OC(=O)NCC1CCN(C2C=CC(C(F)(F)F)=CC=2)CC1)(C)(C)C.[H-].[Al+3].[Li+].[H-].[H-].[H-].Cl. Product: [CH3:17][NH:16][CH2:15][CH:12]1[CH2:13][CH2:14][N:9]([C:6]2[CH:5]=[CH:4][C:3]([C:2]([F:21])([F:1])[F:20])=[CH:8][CH:7]=2)[CH2:10][CH2:11]1. The catalyst class is: 7.